This data is from Retrosynthesis with 50K atom-mapped reactions and 10 reaction types from USPTO. The task is: Predict the reactants needed to synthesize the given product. Given the product COC(=O)CCCC(CCCNS(=O)(=O)c1ccc(Cl)cc1)CCc1cccnc1, predict the reactants needed to synthesize it. The reactants are: COC(=O)CCCC(CCCN)CCc1cccnc1.O=S(=O)(Cl)c1ccc(Cl)cc1.